This data is from Catalyst prediction with 721,799 reactions and 888 catalyst types from USPTO. The task is: Predict which catalyst facilitates the given reaction. (1) Reactant: C[O:2][C:3]1[CH:8]=[C:7]([C:9]([F:12])([F:11])[F:10])[CH:6]=[C:5]([O:13][C:14]2[CH:19]=[CH:18][CH:17]=[CH:16][CH:15]=2)[CH:4]=1.B(Br)(Br)Br.O. Product: [O:13]([C:5]1[CH:4]=[C:3]([OH:2])[CH:8]=[C:7]([C:9]([F:10])([F:11])[F:12])[CH:6]=1)[C:14]1[CH:15]=[CH:16][CH:17]=[CH:18][CH:19]=1. The catalyst class is: 2. (2) The catalyst class is: 16. Reactant: [CH3:1][O:2][C:3]1[CH:4]=[C:5]([NH:11][C:12]2[C:13]([NH:22][S:23]([C:26]3[CH:27]=[N:28][CH:29]=[CH:30][CH:31]=3)(=[O:25])=[O:24])=[N:14][C:15]3[C:20]([N:21]=2)=[CH:19][CH:18]=[CH:17][CH:16]=3)[CH:6]=[C:7]([O:9][CH3:10])[CH:8]=1.[OH-:32].[Na+].Cl. Product: [CH3:10][O:9][C:7]1[CH:6]=[C:5]([NH:11][C:12]2[C:13]([NH:22][S:23]([C:26]3[CH:31]=[CH:30][C:29](=[O:32])[NH:28][CH:27]=3)(=[O:24])=[O:25])=[N:14][C:15]3[C:20]([N:21]=2)=[CH:19][CH:18]=[CH:17][CH:16]=3)[CH:4]=[C:3]([O:2][CH3:1])[CH:8]=1. (3) Reactant: [C:1]([O:5][C:6]([N:8]1[CH2:13][CH2:12][O:11][CH2:10][CH:9]1[C:14](O)=[O:15])=[O:7])([CH3:4])([CH3:3])[CH3:2]. Product: [OH:15][CH2:14][CH:9]1[CH2:10][O:11][CH2:12][CH2:13][N:8]1[C:6]([O:5][C:1]([CH3:4])([CH3:3])[CH3:2])=[O:7]. The catalyst class is: 721. (4) Reactant: [F:1][S:2]([F:17])([F:16])([F:15])([F:14])[CH:3]([CH2:9][CH2:10][CH2:11][CH2:12][CH3:13])[CH:4](OC)[O:5]C.Cl.C(O)(=O)C.C([O-])(O)=O.[Na+]. Product: [F:1][S:2]([F:14])([F:15])([F:17])([F:16])[CH:3]([CH2:9][CH2:10][CH2:11][CH2:12][CH3:13])[CH:4]=[O:5]. The catalyst class is: 28. (5) Reactant: [CH3:1][O:2][N:3]([CH3:12])[C:4](=[O:11])[C:5]([C:7]([F:10])([F:9])[F:8])=[CH2:6].C[Si](C)(C)[O:15][C:16]([CH:18]=[CH2:19])=[CH2:17].Cl. Product: [CH3:1][O:2][N:3]([CH3:12])[C:4]([C:5]1([C:7]([F:10])([F:8])[F:9])[CH2:19][CH2:18][C:16](=[O:15])[CH2:17][CH2:6]1)=[O:11]. The catalyst class is: 1. (6) Reactant: [NH2:1][C@@H:2]([CH2:7][C:8]1[CH:13]=[CH:12][C:11]([O:14][CH3:15])=[C:10]([O:16][CH2:17][C:18]2[CH:23]=[CH:22][CH:21]=[CH:20][CH:19]=2)[CH:9]=1)[C:3]([O:5][CH3:6])=[O:4].[C:24]([NH:31][C@H:32]([C:35](O)=[O:36])[CH2:33][OH:34])([O:26][C:27]([CH3:30])([CH3:29])[CH3:28])=[O:25].CN(C(ON1N=NC2C=CC=NC1=2)=[N+](C)C)C.F[P-](F)(F)(F)(F)F.CCN(C(C)C)C(C)C. Product: [CH2:17]([O:16][C:10]1[CH:9]=[C:8]([CH2:7][C@H:2]([NH:1][C:33](=[O:34])[C@@H:32]([NH:31][C:24]([O:26][C:27]([CH3:29])([CH3:28])[CH3:30])=[O:25])[CH2:35][OH:36])[C:3]([O:5][CH3:6])=[O:4])[CH:13]=[CH:12][C:11]=1[O:14][CH3:15])[C:18]1[CH:19]=[CH:20][CH:21]=[CH:22][CH:23]=1. The catalyst class is: 303. (7) Reactant: [Cl:1][C:2]1[CH:3]=[C:4]([C:29]([OH:31])=O)[CH:5]=[N:6][C:7]=1[NH:8][NH:9][C:10]([NH:12][CH:13]1[C:19]2[CH:20]=[N:21][CH:22]=[CH:23][C:18]=2[CH2:17][CH2:16][C:15]2[C:24]([F:28])=[CH:25][CH:26]=[CH:27][C:14]1=2)=[O:11].CN(C(ON1N=NC2C=CC=NC1=2)=[N+](C)C)C.F[P-](F)(F)(F)(F)F.CCN(C(C)C)C(C)C.[CH2:65]1[C@@H:70]([NH2:71])[C:68](=[O:69])[S:67][CH2:66]1.Cl. Product: [Cl:1][C:2]1[CH:3]=[C:4]([C:29]([NH:71][C@@H:70]2[CH2:65][CH2:66][S:67][C:68]2=[O:69])=[O:31])[CH:5]=[N:6][C:7]=1[NH:8][NH:9][C:10]([NH:12][CH:13]1[C:19]2[CH:20]=[N:21][CH:22]=[CH:23][C:18]=2[CH2:17][CH2:16][C:15]2[C:24]([F:28])=[CH:25][CH:26]=[CH:27][C:14]1=2)=[O:11]. The catalyst class is: 44. (8) Reactant: [CH:1]1([NH:7][C:8]([N:10]2[CH2:14][CH2:13][CH2:12][C@H:11]2[C:15]([O:17]C)=[O:16])=[O:9])[CH2:6][CH2:5][CH2:4][CH2:3][CH2:2]1.[Li+].[OH-]. Product: [CH:1]1([NH:7][C:8]([N:10]2[CH2:14][CH2:13][CH2:12][C@H:11]2[C:15]([OH:17])=[O:16])=[O:9])[CH2:2][CH2:3][CH2:4][CH2:5][CH2:6]1. The catalyst class is: 5. (9) Reactant: CN(C(ON1N=NC2C=CC=CC1=2)=[N+](C)C)C.F[P-](F)(F)(F)(F)F.C(N(C(C)C)CC)(C)C.[N+:34]([C:37]1[CH:42]=[CH:41][C:40]([CH2:43][CH2:44][C:45]([NH:47][NH2:48])=[O:46])=[CH:39][CH:38]=1)([O-:36])=[O:35].[C:49]([C:53]1[CH:54]=[C:55]([CH:59]=[C:60]([C:62]([CH3:65])([CH3:64])[CH3:63])[CH:61]=1)[C:56](O)=[O:57])([CH3:52])([CH3:51])[CH3:50]. Product: [C:62]([C:60]1[CH:59]=[C:55]([CH:54]=[C:53]([C:49]([CH3:52])([CH3:51])[CH3:50])[CH:61]=1)[C:56]([NH:48][NH:47][C:45](=[O:46])[CH2:44][CH2:43][C:40]1[CH:39]=[CH:38][C:37]([N+:34]([O-:36])=[O:35])=[CH:42][CH:41]=1)=[O:57])([CH3:65])([CH3:64])[CH3:63]. The catalyst class is: 1.